Dataset: Human Reference Interactome with 51,813 positive PPI pairs across 8,248 proteins, plus equal number of experimentally-validated negative pairs. Task: Binary Classification. Given two protein amino acid sequences, predict whether they physically interact or not. (1) Protein 1 (ENSG00000160298) has sequence MARSRLPATSLRKPWKLDRQKLPSPDSGHSLLCGWSPGGKARPAGNTGAWAPAEQFFPASNRTREGGGLWPPLPLQSSPAAPTMLDSSAAEQVTRLTLKLLGQKLEQERQNVEGGPEGLHLEPGNEDRPDDALQTALKRRRDLLQRLREQHLLDELSRAQAWSGPSRGALGSALPPELPPTGILPTASPSPLAPDPPRIILPTVPQPPATIIQQLPQQPLIAQIPPPQAFPTQRSGSIKEDMVELLLLQNAQVHQLVLQNWMLKALPPALQDPPHVPPRVPRAARPRLPAVHHHHHHHHA.... Protein 2 (ENSG00000197079) has sequence MYSSSSCKLPSLSPVARSFSACSVGLGRSSYRATSCLPALCLPAGGFATSYSGGGGWFGEGILTGNEKETMQSLNDRLAGYLEKVRQLEQENASLESRIREWCEQQVPYMCPDYQSYFRTIEELQKKTLCSKAENARLVVEIDNAKLAADDFRTKYETEVSLRQLVESDINGLRRILDDLTLCKSDLEAQVESLKEELLCLKKNHEEEVNSLRCQLGDRLNVEVDAAPPVDLNRVLEEMRCQYETLVENNRRDAEDWLDTQSEELNQQVVSSSEQLQSCQAEIIELRRTVNALEIELQAQ.... Result: 1 (the proteins interact). (2) Protein 1 (ENSG00000108001) has sequence MFGIQENIPRGGTTMKEEPLGSGMNPVRSWMHTAGVVDANTAAQSGVGLARAHFEKQPPSNLRKSNFFHFVLALYDRQGQPVEIERTAFVDFVEKEKEPNNEKTNNGIHYKLQLLYSNGVRTEQDLYVRLIDSMTKQAIVYEGQDKNPEMCRVLLTHEIMCSRCCDKKSCGNRNETPSDPVIIDRFFLKFFLKCNQNCLKNAGNPRDMRRFQVVVSTTVNVDGHVLAVSDNMFVHNNSKHGRRARRLDPSEATPCIKAISPSEGWTTGGATVIIIGDNFFDGLQVVFGTMLVWSELITPH.... Protein 2 (ENSG00000176635) has sequence MATAQLSHCITIHKASKETVFPSQITNEHESLKMVKKLFATSISCITYLRGLFPESSYGERHLDDLSLKILREDKKCPGSLHIIRWIQGCFDALEKRYLRMAVLTLYTDPMGSEKVTEMYQFKFKYTKEGATMDFDSHSSSTSFESGTNNEDIKKASVLLIRKLYILMQDLEPLPNNVVLTMKLHYYNAVTPHDYQPLGFKEGVNSHFLLFDKEPINVQVGFVSTGFHSMKVKVMTEATKVIDLENNLFRENSTTEIAHQGLDCDEEEECNDHIQRMNFVCSQQSSECSRKKRKVSEPVK.... Result: 0 (the proteins do not interact). (3) Protein 1 (ENSG00000120656) has sequence MNQFGPSALINLSNFSSIKPEPASTPPQGSMANSTAVVKIPGTPGAGGRLSPENNQVLTKKKLQDLVREVDPNEQLDEDVEEMLLQIADDFIESVVTAACQLARHRKSSTLEVKDVQLHLERQWNMWIPGFGSEEIRPYKKACTTEAHKQRMALIRKTTKK*. Protein 2 (ENSG00000120659) has sequence MFVALLGLGLGQVVCSVALFFYFRAQMDPNRISEDGTHCIYRILRLHENADFQDTTLESQDTKLIPDSCRRIKQAFQGAVQKELQHIVGSQHIRAEKAMVDGSWLDLAKRSKLEAQPFAHLTINATDIPSGSHKVSLSSWYHDRGWAKISNMTFSNGKLIVNQDGFYYLYANICFRHHETSGDLATEYLQLMVYVTKTSIKIPSSHTLMKGGSTKYWSGNSEFHFYSINVGGFFKLRSGEEISIEVSNPSLLDPDQDATYFGAFKVRDID*MDPNRISEDGTHCIYRILRLHENADFQDT.... Result: 0 (the proteins do not interact). (4) Protein 1 (ENSG00000115392) has sequence MAVTEASLLRQCPLLLPQNRSKTVYEGFISAQGRDFHLRIVLPEDLQLKNARLLCSWQLRTILSGYHRIVQQRMQHSPDLMSFMMELKMLLEVALKNRQELYALPPPPQFYSSLIEEIGTLGWDKLVYADTCFSTIKLKAEDASGREHLITLKLKAKYPAESPDYFVDFPVPFCASWTPQSSLISIYSQFLAAIESLKAFWDVMDEIDEKTWVLEPEKPPRSATARRIALGNNVSINIEVDPRHPTMLPECFFLGADHVVKPLGIKLSRNIHLWDPENSVLQNLKDVLEIDFPARAILEK.... Protein 2 (ENSG00000168071) has sequence MPCAARSRSSWRRSWTNTACWSLCPCPGPRSPSPAPMRRAQSSLCLRDETLAGGQRRKLSSRFPVGRSSESFSPGDTPRQRFRQRHPGPLGAPVSHSKGPGVGWENSAETLQEHETDANREGPEVQEPEKRPLTPSLSQ*MAGVAAHRAHPPFTAHMKNRGLREELEKAVVRGKELGDRLEHLQRELEQAALERQEFLREKESQHQRYQGLEQRLEAELQAAATSKEEALMELKTRALQLEEELFQLRQGPAGLGPKKRAEPQLVETQNVRLIEVERSNAMLVAEKAALQGQLQHLEGQL.... Result: 0 (the proteins do not interact). (5) Protein 1 (ENSG00000165023) has sequence MPEQSNDYRVAVFGAGGVGKSSLVLRFVKGTFRESYIPTVEDTYRQVISCDKSICTLQITDTTGSHQFPAMQRLSISKGHAFILVYSITSRQSLEELKPIYEQICEIKGDVESIPIMLVGNKCDESPSREVQSSEAEALARTWKCAFMETSAKLNHNVKELFQELLNLEKRRTVSLQIDGKKSKQQKRKEKLKGKCVIM*MPEQSNDYRVAVFGAGGVGKSSLVLRFVKGTFRESYIPTVEDTMPEQSNDYRVAVFGAGGVGKSSLVLRFVKGTFRESYIPTVEDTYRQVISCDKSICTL.... Protein 2 (ENSG00000176476) has sequence MALVSADSRIAELLTELHQLIKQTQEERSRSEHNLVNIQKTHERMQTENKISPYYRTKLRGLYTTAKADAEAECNILRKALDKIAEIKSLLEERRIAAKIAGLYNDSEPPRKTMRRGVLMTLLQQSAMTLPLWIGKPGDKPPPLCGAIPASGDYVARPGDKVAARVKAVDGDEQWILAEVVSYSHATNKYEVDDIDEEGKERHTLSRRRVIPLPQWKANPETDPEALFQKEQLVLALYPQTTCFYRALIHAPPQRPQDDYSVLFEDTSYADGYSPPLNVAQRYVVACKEPKKK*MALVSA.... Result: 0 (the proteins do not interact). (6) Protein 1 (ENSG00000115488) has sequence MASLPVLQKESVFQSGAHAYRIPALLYLPGQQSLLAFAEQRASKKDEHAELIVLRRGDYDAPTHQVQWQAQEVVAQARLDGHRSMNPCPLYDAQTGTLFLFFIAIPGQVTEQQQLQTRANVTRLCQVTSTDHGRTWSSPRDLTDAAIGPAYREWSTFAVGPGHCLQLHDRARSLVVPAYAYRKLHPIQRPIPSAFCFLSHDHGRTWARGHFVAQDTLECQVAEVETGEQRVVTLNARSHLRARVQAQSTNDGLDFQESQLVKKLVEPPPQGCQGSVISFPSPRSGPGSPAQWLLYTHPTH.... Protein 2 (ENSG00000133275) has sequence MDFDKKGGKGETEEGRRMSKAGGGRSSHGIRSSGTSSGVLMVGPNFRVGKKIGCGNFGELRLGKNLYTNEYVAIKLEPIKSRAPQLHLEYRFYKQLSATEGVPQVYYFGPCGKYNAMVLELLGPSLEDLFDLCDRTFTLKTVLMIAIQLITRMEYVHTKSLIYRDVKPENFLVGRPGTKRQHAIHIIDFGLAKEYIDPETKKHIPYREHKSLTGTARYMSINTHLGKEQSRRDDLEALGHMFMYFLRGSLPWQGLKADTLKERYQKIGDTKRATPIEVLCENFPEEMATYLRYVRRLDFF.... Result: 0 (the proteins do not interact).